Dataset: Forward reaction prediction with 1.9M reactions from USPTO patents (1976-2016). Task: Predict the product of the given reaction. (1) Given the reactants [NH2:1][C:2]1[CH:3]=[CH:4][C:5]([CH3:13])=[C:6]2[C:11]=1[CH:10]=[C:9]([OH:12])[CH:8]=[CH:7]2.[Cl:14]N1C(=O)CCC1=O, predict the reaction product. The product is: [NH2:1][C:2]1[C:3]([Cl:14])=[CH:4][C:5]([CH3:13])=[C:6]2[C:11]=1[CH:10]=[C:9]([OH:12])[CH:8]=[CH:7]2. (2) Given the reactants [Cl:1][C:2]1[N:7]=[C:6]([NH:8][CH:9]2[CH2:14][CH2:13][O:12][CH2:11][CH2:10]2)[C:5]([NH2:15])=[CH:4][N:3]=1.[C:16](N1C=CN=C1)(N1C=CN=C1)=[O:17], predict the reaction product. The product is: [Cl:1][C:2]1[N:7]=[C:6]2[C:5]([NH:15][C:16](=[O:17])[N:8]2[CH:9]2[CH2:10][CH2:11][O:12][CH2:13][CH2:14]2)=[CH:4][N:3]=1. (3) Given the reactants Br[C:2]1[C:3]([O:16][CH3:17])=[CH:4][C:5]([N:8]2[CH2:13][CH2:12][N:11]([CH3:14])[CH2:10][C@@H:9]2[CH3:15])=[N:6][CH:7]=1.[Cl:18][C:19]1[C:24]([F:25])=[CH:23][CH:22]=[C:21]([Cl:26])[C:20]=1[C@H:27]([O:29][C:30]1[C:31]([NH2:45])=[N:32][CH:33]=[C:34](B2OC(C)(C)C(C)(C)O2)[CH:35]=1)[CH3:28], predict the reaction product. The product is: [Cl:18][C:19]1[C:24]([F:25])=[CH:23][CH:22]=[C:21]([Cl:26])[C:20]=1[C@H:27]([O:29][C:30]1[CH:35]=[C:34]([C:2]2[CH:7]=[N:6][C:5]([N:8]3[CH2:13][CH2:12][N:11]([CH3:14])[CH2:10][C@@H:9]3[CH3:15])=[CH:4][C:3]=2[O:16][CH3:17])[CH:33]=[N:32][C:31]=1[NH2:45])[CH3:28]. (4) Given the reactants [N+:1]([C:4]1[CH:9]=[CH:8][C:7]([C:10](=O)[CH2:11][NH:12][C:13]([CH:15]2[CH2:20][CH2:19][CH:18]([CH2:21][C:22]([O:24][CH2:25][CH3:26])=[O:23])[CH2:17][CH2:16]2)=O)=[CH:6][CH:5]=1)([O-:3])=[O:2].COC1C=CC(P2(SP(C3C=CC(OC)=CC=3)(=S)S2)=[S:37])=CC=1.C([O-])(O)=O.[Na+], predict the reaction product. The product is: [N+:1]([C:4]1[CH:9]=[CH:8][C:7]([C:10]2[S:37][C:13]([CH:15]3[CH2:20][CH2:19][CH:18]([CH2:21][C:22]([O:24][CH2:25][CH3:26])=[O:23])[CH2:17][CH2:16]3)=[N:12][CH:11]=2)=[CH:6][CH:5]=1)([O-:3])=[O:2]. (5) Given the reactants [Cl:1][C:2]1[C:16]([O:17][CH3:18])=[C:15]([N+:19]([O-])=O)[CH:14]=[CH:13][C:3]=1[CH2:4][P:5](=[O:12])([O:9][CH2:10][CH3:11])[O:6][CH2:7][CH3:8].Cl.C([O-])([O-])=O.[Na+].[Na+], predict the reaction product. The product is: [NH2:19][C:15]1[CH:14]=[CH:13][C:3]([CH2:4][P:5](=[O:12])([O:9][CH2:10][CH3:11])[O:6][CH2:7][CH3:8])=[C:2]([Cl:1])[C:16]=1[O:17][CH3:18]. (6) Given the reactants [OH:1][C:2]1[CH:7]=[CH:6][C:5]([CH2:8][CH2:9][OH:10])=[CH:4][CH:3]=1.C(=O)([O-])[O-].[K+].[K+].Br[CH2:18][CH2:19][CH2:20][Cl:21], predict the reaction product. The product is: [Cl:21][CH2:20][CH2:19][CH2:18][O:1][C:2]1[CH:7]=[CH:6][C:5]([CH2:8][CH2:9][OH:10])=[CH:4][CH:3]=1. (7) Given the reactants [CH2:1]([O:3][C:4](=[O:13])[CH2:5][CH2:6][CH2:7][CH2:8][CH2:9][C:10]([OH:12])=O)[CH3:2].CN(C(ON1N=NC2C=CC=CC1=2)=[N+](C)C)C.F[P-](F)(F)(F)(F)F.CCN(C(C)C)C(C)C.[NH2:47][C:48]1[CH:53]=[CH:52][CH:51]=[CH:50][C:49]=1[NH:54][C:55](=[O:61])[O:56][C:57]([CH3:60])([CH3:59])[CH3:58], predict the reaction product. The product is: [C:57]([O:56][C:55]([NH:54][C:49]1[CH:50]=[CH:51][CH:52]=[CH:53][C:48]=1[NH:47][C:10](=[O:12])[CH2:9][CH2:8][CH2:7][CH2:6][CH2:5][C:4]([O:3][CH2:1][CH3:2])=[O:13])=[O:61])([CH3:60])([CH3:58])[CH3:59].